This data is from Full USPTO retrosynthesis dataset with 1.9M reactions from patents (1976-2016). The task is: Predict the reactants needed to synthesize the given product. Given the product [OH:8][C:9]1[C:10]2[N:11]([C:15]([C:19]([NH:21][C@H:22]([CH2:25][CH3:26])[CH2:23][OH:24])=[O:20])=[C:16]([CH3:18])[N:17]=2)[CH:12]=[CH:13][CH:14]=1, predict the reactants needed to synthesize it. The reactants are: C([O:8][C:9]1[C:10]2[N:11]([C:15]([C:19]([NH:21][C@H:22]([CH2:25][CH3:26])[CH2:23][OH:24])=[O:20])=[C:16]([CH3:18])[N:17]=2)[CH:12]=[CH:13][CH:14]=1)C1C=CC=CC=1.